From a dataset of Reaction yield outcomes from USPTO patents with 853,638 reactions. Predict the reaction yield, written as a fraction of the theoretical maximum amount of product (1.0 means a 100% yield; for example, 0.34 means a 34% yield). The reactants are C([S:4][C@@H:5]1[CH2:9][N:8]([CH3:10])[C@H:7]([C:11]([O:13]C)=[O:12])[CH2:6]1)(=O)C.[ClH:15]. The catalyst is O. The product is [ClH:15].[SH:4][C@@H:5]1[CH2:9][N:8]([CH3:10])[C@H:7]([C:11]([OH:13])=[O:12])[CH2:6]1. The yield is 0.950.